This data is from Catalyst prediction with 721,799 reactions and 888 catalyst types from USPTO. The task is: Predict which catalyst facilitates the given reaction. (1) Product: [NH2:25][C:23]([NH:1][C:2]1[S:3][C:4]([C:11]2[CH:20]=[CH:19][C:14]3[O:15][CH2:16][CH2:17][O:18][C:13]=3[CH:12]=2)=[C:5]([CH3:10])[C:6]=1[C:7]([NH2:9])=[O:8])=[O:24]. The catalyst class is: 83. Reactant: [NH2:1][C:2]1[S:3][C:4]([C:11]2[CH:20]=[CH:19][C:14]3[O:15][CH2:16][CH2:17][O:18][C:13]=3[CH:12]=2)=[C:5]([CH3:10])[C:6]=1[C:7]([NH2:9])=[O:8].ClC(Cl)(Cl)[C:23]([N:25]=C=O)=[O:24].N. (2) Reactant: [C:1]1([NH:7][CH2:8][C:9]2[C:18]([NH2:19])=[C:17]3[C:12]([CH:13]=[CH:14][CH:15]=[N:16]3)=[CH:11][CH:10]=2)[CH:6]=[CH:5][CH:4]=[CH:3][CH:2]=1.N1([S:25](N2C=C[N+](C)=C2)(=[O:27])=[O:26])C=CN=C1.FC(F)(F)S([O-])(=O)=O. Product: [C:1]1([N:7]2[S:25](=[O:27])(=[O:26])[NH:19][C:18]3[C:17]4[C:12](=[CH:13][CH:14]=[CH:15][N:16]=4)[CH:11]=[CH:10][C:9]=3[CH2:8]2)[CH:2]=[CH:3][CH:4]=[CH:5][CH:6]=1. The catalyst class is: 23. (3) Reactant: [CH2:1]([O:8][C:9]([N:11]1[CH2:14][CH2:13][C@H:12]1[C:15]([OH:17])=O)=[O:10])[C:2]1[CH:7]=[CH:6][CH:5]=[CH:4][CH:3]=1.C(N(CC)CC)C.FC(F)(F)C(OC1C(F)=C(F)C(F)=C(F)C=1F)=O.FC(F)(F)C(O)=O.[NH2:50][C:51]1[S:52][CH:53]=[C:54]([C:56]2[CH:67]=[CH:66][C:59]([C:60]([NH:62][CH:63]3[CH2:65][CH2:64]3)=[O:61])=[CH:58][CH:57]=2)[N:55]=1. Product: [CH2:1]([O:8][C:9]([N:11]1[CH2:14][CH2:13][C@H:12]1[C:15](=[O:17])[NH:50][C:51]1[S:52][CH:53]=[C:54]([C:56]2[CH:57]=[CH:58][C:59]([C:60](=[O:61])[NH:62][CH:63]3[CH2:65][CH2:64]3)=[CH:66][CH:67]=2)[N:55]=1)=[O:10])[C:2]1[CH:3]=[CH:4][CH:5]=[CH:6][CH:7]=1. The catalyst class is: 3. (4) Reactant: [NH:1]1[CH2:6][CH2:5][CH2:4][C@H:3]([C:7]([O:9][CH2:10][CH3:11])=[O:8])[CH2:2]1.CCN(CC)CC.[C:19](Cl)(=[O:24])[CH2:20][CH:21]([CH3:23])[CH3:22]. Product: [CH3:22][CH:21]([CH3:23])[CH2:20][C:19]([N:1]1[CH2:6][CH2:5][CH2:4][C@H:3]([C:7]([O:9][CH2:10][CH3:11])=[O:8])[CH2:2]1)=[O:24]. The catalyst class is: 2. (5) Reactant: [CH:1]1([C:7]2[C:8]3[CH:33]=[CH:32][C:31]([C:34]([O:36]CC)=[O:35])=[N:30][C:9]=3[N:10]3[C:16]=2[C:15]2[CH:17]=[CH:18][CH:19]=[CH:20][C:14]=2[N:13]([CH2:21][C:22](=[O:29])[N:23]2[CH2:28][CH2:27][O:26][CH2:25][CH2:24]2)[CH2:12][CH2:11]3)[CH2:6][CH2:5][CH2:4][CH2:3][CH2:2]1.[OH-].[Na+].[ClH:41]. Product: [ClH:41].[ClH:41].[CH:1]1([C:7]2[C:8]3[CH:33]=[CH:32][C:31]([C:34]([OH:36])=[O:35])=[N:30][C:9]=3[N:10]3[C:16]=2[C:15]2[CH:17]=[CH:18][CH:19]=[CH:20][C:14]=2[N:13]([CH2:21][C:22](=[O:29])[N:23]2[CH2:24][CH2:25][O:26][CH2:27][CH2:28]2)[CH2:12][CH2:11]3)[CH2:6][CH2:5][CH2:4][CH2:3][CH2:2]1. The catalyst class is: 83. (6) Reactant: [C:1]1([N:7]2[CH2:12][CH2:11][NH:10][CH2:9][C:8]2=[O:13])[CH:6]=[CH:5][CH:4]=[CH:3][CH:2]=1.C(N(CC)CC)C.[F:21][C:22]([F:33])([F:32])[C:23](O[C:23](=[O:24])[C:22]([F:33])([F:32])[F:21])=[O:24]. Product: [C:1]1([N:7]2[CH2:12][CH2:11][N:10]([C:23](=[O:24])[C:22]([F:33])([F:32])[F:21])[CH2:9][C:8]2=[O:13])[CH:2]=[CH:3][CH:4]=[CH:5][CH:6]=1. The catalyst class is: 2. (7) Reactant: Cl.[CH2:2]1[C:5]2([CH2:9][CH2:8][CH2:7][O:6]2)[CH2:4][NH:3]1.C(N(CC)CC)C.[CH3:17][O:18][C:19]1[CH:24]=[CH:23][C:22]([C:25]2[O:29][C:28]([C:30]([N:32]3[CH2:35][CH:34]([O:36][C:37]4[CH:44]=[CH:43][C:40]([CH:41]=O)=[CH:39][CH:38]=4)[CH2:33]3)=[O:31])=[N:27][N:26]=2)=[CH:21][CH:20]=1.[Na].C([O-])(O)=O.[Na+]. Product: [CH2:4]1[C:5]2([CH2:9][CH2:8][CH2:7][O:6]2)[CH2:2][N:3]1[CH2:41][C:40]1[CH:39]=[CH:38][C:37]([O:36][CH:34]2[CH2:35][N:32]([C:30]([C:28]3[O:29][C:25]([C:22]4[CH:23]=[CH:24][C:19]([O:18][CH3:17])=[CH:20][CH:21]=4)=[N:26][N:27]=3)=[O:31])[CH2:33]2)=[CH:44][CH:43]=1. The catalyst class is: 4. (8) Reactant: [C:1]([C:3]1[S:4][C:5]2[C:11]([C:12]#[N:13])=[C:10](/[N:14]=[CH:15]/[N:16](C)C)[CH:9]=[CH:8][C:6]=2[N:7]=1)#[N:2].[F:19][C:20]1[CH:26]=[CH:25][C:23](N)=[CH:22][CH:21]=1.[K+].[Br-]. Product: [F:19][C:20]1[CH:26]=[CH:25][C:23]([NH:13][C:12]2[C:11]3[C:10](=[CH:9][CH:8]=[C:6]4[N:7]=[C:3]([C:1]#[N:2])[S:4][C:5]4=3)[N:14]=[CH:15][N:16]=2)=[CH:22][CH:21]=1. The catalyst class is: 91.